Dataset: NCI-60 drug combinations with 297,098 pairs across 59 cell lines. Task: Regression. Given two drug SMILES strings and cell line genomic features, predict the synergy score measuring deviation from expected non-interaction effect. (1) Drug 1: CNC(=O)C1=CC=CC=C1SC2=CC3=C(C=C2)C(=NN3)C=CC4=CC=CC=N4. Drug 2: CC=C1C(=O)NC(C(=O)OC2CC(=O)NC(C(=O)NC(CSSCCC=C2)C(=O)N1)C(C)C)C(C)C. Cell line: SNB-75. Synergy scores: CSS=41.3, Synergy_ZIP=-2.14, Synergy_Bliss=-3.87, Synergy_Loewe=-40.7, Synergy_HSA=-2.68. (2) Drug 1: CC1=C(C=C(C=C1)NC2=NC=CC(=N2)N(C)C3=CC4=NN(C(=C4C=C3)C)C)S(=O)(=O)N.Cl. Drug 2: CCN(CC)CCNC(=O)C1=C(NC(=C1C)C=C2C3=C(C=CC(=C3)F)NC2=O)C. Cell line: OVCAR-8. Synergy scores: CSS=4.87, Synergy_ZIP=4.14, Synergy_Bliss=2.54, Synergy_Loewe=-0.165, Synergy_HSA=-0.0946. (3) Drug 1: CN(CC1=CN=C2C(=N1)C(=NC(=N2)N)N)C3=CC=C(C=C3)C(=O)NC(CCC(=O)O)C(=O)O. Drug 2: CC1=C(C(=O)C2=C(C1=O)N3CC4C(C3(C2COC(=O)N)OC)N4)N. Cell line: SK-MEL-5. Synergy scores: CSS=63.1, Synergy_ZIP=-1.40, Synergy_Bliss=-2.74, Synergy_Loewe=0.838, Synergy_HSA=1.79.